This data is from Catalyst prediction with 721,799 reactions and 888 catalyst types from USPTO. The task is: Predict which catalyst facilitates the given reaction. (1) Reactant: [NH2:1][C:2]1[C:7]2[N:8]([CH3:12])[C:9](=[O:11])[NH:10][C:6]=2[CH:5]=[CH:4][CH:3]=1.[C:13]1([C:13]2[CH:18]=[CH:17][CH:16]=[CH:15][CH:14]=2)[CH:18]=[CH:17][CH:16]=[CH:15][C:14]=1P(C1CCCCC1)C1CCCCC1.CC(C)([O-])C.[Na+].BrC1C=CC(OC)=CC=1.[Cl-:53].[NH4+]. Product: [Cl:53][C:13]1[CH:18]=[CH:17][C:16]([NH:1][C:2]2[C:7]3[N:8]([CH3:12])[C:9](=[O:11])[NH:10][C:6]=3[CH:5]=[CH:4][CH:3]=2)=[CH:15][CH:14]=1. The catalyst class is: 127. (2) Reactant: C([N:3](C=O)[CH2:4][C:5]([C:7]1[CH:11]=[C:10]([C:12](=[O:20])[C:13]2[CH:18]=[CH:17][C:16]([Cl:19])=[CH:15][CH:14]=2)[N:9]([CH3:21])[CH:8]=1)=[O:6])=O. Product: [ClH:19].[NH2:3][CH2:4][C:5]([C:7]1[CH:11]=[C:10]([C:12](=[O:20])[C:13]2[CH:18]=[CH:17][C:16]([Cl:19])=[CH:15][CH:14]=2)[N:9]([CH3:21])[CH:8]=1)=[O:6]. The catalyst class is: 422. (3) Reactant: [CH3:1][C:2]1[CH:7]=[CH:6][C:5]([C:8]2[C:9]([C:14]([NH:16][C:17]3[CH:18]=[C:19]4[C:23](=[CH:24][CH:25]=3)[N:22]([C:26](=O)[CH2:27][C:28]3[N:29]=[C:30]([NH:33][CH3:34])[S:31][CH:32]=3)[CH2:21][CH2:20]4)=[O:15])=[CH:10][CH:11]=[CH:12][CH:13]=2)=[CH:4][CH:3]=1.[H-].[Al+3].[Li+].[H-].[H-].[H-].C(OCC)(=O)C.O. Product: [CH3:1][C:2]1[CH:7]=[CH:6][C:5]([C:8]2[C:9]([C:14]([NH:16][C:17]3[CH:18]=[C:19]4[C:23](=[CH:24][CH:25]=3)[N:22]([CH2:26][CH2:27][C:28]3[N:29]=[C:30]([NH:33][CH3:34])[S:31][CH:32]=3)[CH2:21][CH2:20]4)=[O:15])=[CH:10][CH:11]=[CH:12][CH:13]=2)=[CH:4][CH:3]=1. The catalyst class is: 7.